The task is: Predict the product of the given reaction.. This data is from Forward reaction prediction with 1.9M reactions from USPTO patents (1976-2016). (1) Given the reactants [Br:1]Br.[NH2:3][C:4]1[C:9]([Cl:10])=[CH:8][CH:7]=[CH:6][C:5]=1[OH:11], predict the reaction product. The product is: [NH2:3][C:4]1[C:9]([Cl:10])=[CH:8][C:7]([Br:1])=[CH:6][C:5]=1[OH:11]. (2) Given the reactants [Br:1][C:2]1[CH:3]=[C:4]([C:13]2[O:17][N:16]=[C:15]([C:18]3[CH:26]=[CH:25][C:24]4[NH:23][C:22]5[CH:27]([CH2:30][C:31]([O:33]CC)=[O:32])[CH2:28][CH2:29][C:21]=5[C:20]=4[CH:19]=3)[N:14]=2)[CH:5]=[C:6]([O:8][C:9]([F:12])([F:11])[F:10])[CH:7]=1.[OH-].[Na+].Cl, predict the reaction product. The product is: [Br:1][C:2]1[CH:3]=[C:4]([C:13]2[O:17][N:16]=[C:15]([C:18]3[CH:26]=[CH:25][C:24]4[NH:23][C:22]5[CH:27]([CH2:30][C:31]([OH:33])=[O:32])[CH2:28][CH2:29][C:21]=5[C:20]=4[CH:19]=3)[N:14]=2)[CH:5]=[C:6]([O:8][C:9]([F:10])([F:12])[F:11])[CH:7]=1. (3) Given the reactants C[N:2]1[CH:7]=[C:6]([N+:8]([O-:10])=[O:9])[CH:5]=[C:4]([N+]([O-])=O)[C:3]1=O.[O:15]1[C:19]2([CH2:24]CC(=O)[CH2:21][CH2:20]2)[O:18][CH2:17][CH2:16]1.O, predict the reaction product. The product is: [CH2:17]1[O:18][C:19]2([CH2:20][CH2:21][C:3]3[N:2]=[CH:7][C:6]([N+:8]([O-:10])=[O:9])=[CH:5][C:4]=3[CH2:24]2)[O:15][CH2:16]1. (4) Given the reactants [F:1][C:2]1[CH:7]=[CH:6][C:5]([CH2:8][C:9]2[NH:13][N:12]=[N:11][N:10]=2)=[CH:4][CH:3]=1.C(=O)([O-])[O-].[K+].[K+].CS(O[CH2:25][CH2:26][CH2:27][N:28]1[C:36](=[O:37])[C:35]2[N:34](CC=C)[C:33]([Cl:41])=[N:32][C:31]=2[N:30]([CH2:42][CH2:43][CH2:44][C:45]([F:48])([F:47])[F:46])[C:29]1=[O:49])(=O)=O.N1CCOCC1, predict the reaction product. The product is: [Cl:41][C:33]1[NH:34][C:35]2[C:36](=[O:37])[N:28]([CH2:27][CH2:26][CH2:25][N:11]3[N:12]=[N:13][C:9]([CH2:8][C:5]4[CH:6]=[CH:7][C:2]([F:1])=[CH:3][CH:4]=4)=[N:10]3)[C:29](=[O:49])[N:30]([CH2:42][CH2:43][CH2:44][C:45]([F:48])([F:46])[F:47])[C:31]=2[N:32]=1. (5) Given the reactants [C:1]([O:5][C:6]([N:8]1[CH2:13][CH2:12][N:11]2[C:14](S(C)(=O)=O)=[N:15][C:16]([C:17]([F:20])([F:19])[F:18])=[C:10]2[CH:9]1[CH2:25][CH2:26][C:27]1[CH:32]=[CH:31][C:30]([C:33]([F:36])([F:35])[F:34])=[CH:29][CH:28]=1)=[O:7])([CH3:4])([CH3:3])[CH3:2].[O-:37][CH2:38][CH3:39].[Na+], predict the reaction product. The product is: [C:1]([O:5][C:6]([N:8]1[CH2:13][CH2:12][N:11]2[C:14]([O:37][CH2:38][CH3:39])=[N:15][C:16]([C:17]([F:20])([F:19])[F:18])=[C:10]2[CH:9]1[CH2:25][CH2:26][C:27]1[CH:32]=[CH:31][C:30]([C:33]([F:36])([F:35])[F:34])=[CH:29][CH:28]=1)=[O:7])([CH3:4])([CH3:3])[CH3:2].